Dataset: Reaction yield outcomes from USPTO patents with 853,638 reactions. Task: Predict the reaction yield, written as a fraction of the theoretical maximum amount of product (1.0 means a 100% yield; for example, 0.34 means a 34% yield). (1) The reactants are [NH2:1][C:2]1[C:10]2[C:5](=[N:6][C:7]([O:13][CH2:14][C:15]([OH:17])=O)=[C:8]([Cl:12])[C:9]=2[CH3:11])[S:4][C:3]=1[C:18](=[O:23])[NH:19][CH:20]1[CH2:22][CH2:21]1.O.O[N:26]1C2C=CC=CC=2N=[N:27]1.[CH:35]([N:38]([CH2:42][CH3:43])[CH:39](C)C)(C)[CH3:36].Cl.CN(C)CCCN=C=NCC.CN1CCNCC1. The catalyst is CN(C=O)C.C1COCC1. The product is [CH3:39][N:38]1[CH2:42][CH2:43][N:26]([NH:27][C:15](=[O:17])[CH2:14][O:13][C:7]2[N:6]=[C:5]3[S:4][C:3]([C:18](=[O:23])[NH:19][CH:20]4[CH2:22][CH2:21]4)=[C:2]([NH2:1])[C:10]3=[C:9]([CH3:11])[C:8]=2[Cl:12])[CH2:36][CH2:35]1. The yield is 0.330. (2) The reactants are [OH:1][CH:2]1[CH2:6][CH2:5][N:4]([C:7]([C:9]2[CH:14]=[C:13]([S:15]([CH3:18])(=[O:17])=[O:16])[CH:12]=[CH:11][C:10]=2[O:19][CH:20]([CH3:22])[CH3:21])=[O:8])[CH2:3]1.[N+:23]([C:26]1[CH:31]=[CH:30][C:29](O)=[CH:28][CH:27]=1)([O-:25])=[O:24]. No catalyst specified. The product is [CH:20]([O:19][C:10]1[CH:11]=[CH:12][C:13]([S:15]([CH3:18])(=[O:17])=[O:16])=[CH:14][C:9]=1[C:7]([N:4]1[CH2:5][CH2:6][CH:2]([O:1][C:29]2[CH:30]=[CH:31][C:26]([N+:23]([O-:25])=[O:24])=[CH:27][CH:28]=2)[CH2:3]1)=[O:8])([CH3:22])[CH3:21]. The yield is 0.250. (3) The catalyst is CCOC(C)=O. The reactants are [CH3:1][C:2]1([CH3:38])[CH2:7][CH2:6][C:5]([C:8]2[CH:13]=[C:12]([C:14]([CH3:27])([CH3:26])[CH2:15][N:16]3[CH2:20][CH:19]4[O:21]C(C)(C)[O:23][CH:18]4[CH2:17]3)[CH:11]=[CH:10][C:9]=2[NH:28][C:29]([C:31]2[NH:32][CH:33]=[C:34]([C:36]#[N:37])[N:35]=2)=[O:30])=[CH:4][CH2:3]1.[ClH:39].C1COCC1. The product is [ClH:39].[OH:21][CH:19]1[CH:18]([OH:23])[CH2:17][N:16]([CH2:15][C:14]([C:12]2[CH:11]=[CH:10][C:9]([NH:28][C:29]([C:31]3[NH:32][CH:33]=[C:34]([C:36]#[N:37])[N:35]=3)=[O:30])=[C:8]([C:5]3[CH2:6][CH2:7][C:2]([CH3:38])([CH3:1])[CH2:3][CH:4]=3)[CH:13]=2)([CH3:27])[CH3:26])[CH2:20]1. The yield is 0.910. (4) The reactants are Br[C:2]1[S:23][C:5]2[C:6](=[O:22])[NH:7][C:8]([C:18]([O:20][CH3:21])=[O:19])=[C:9]([C:10]3[CH:15]=[CH:14][C:13]([Cl:16])=[C:12]([Cl:17])[CH:11]=3)[C:4]=2[CH:3]=1.[NH:24]1[CH2:29][CH2:28][O:27][CH2:26][CH2:25]1.C1(P(C2C=CC=CC=2)C2C3OC4C(=CC=CC=4P(C4C=CC=CC=4)C4C=CC=CC=4)C(C)(C)C=3C=CC=2)C=CC=CC=1.C(=O)([O-])[O-].[Cs+].[Cs+].O1CCOCC1. The catalyst is C1C=CC(/C=C/C(/C=C/C2C=CC=CC=2)=O)=CC=1.C1C=CC(/C=C/C(/C=C/C2C=CC=CC=2)=O)=CC=1.C1C=CC(/C=C/C(/C=C/C2C=CC=CC=2)=O)=CC=1.[Pd].[Pd]. The product is [Cl:17][C:12]1[CH:11]=[C:10]([C:9]2[C:4]3[CH:3]=[C:2]([N:24]4[CH2:29][CH2:28][O:27][CH2:26][CH2:25]4)[S:23][C:5]=3[C:6](=[O:22])[NH:7][C:8]=2[C:18]([O:20][CH3:21])=[O:19])[CH:15]=[CH:14][C:13]=1[Cl:16]. The yield is 0.0640. (5) The reactants are [CH3:1][O:2][C:3]1[CH:4]=[CH:5][C:6]2[S:10][C:9]([CH3:11])=[N:8][C:7]=2[CH:12]=1.[Br:13][CH2:14][CH2:15][OH:16]. No catalyst specified. The product is [Br-:13].[OH:16][CH2:15][CH2:14][N+:8]1[C:7]2[CH:12]=[C:3]([O:2][CH3:1])[CH:4]=[CH:5][C:6]=2[S:10][C:9]=1[CH3:11]. The yield is 0.830.